This data is from Catalyst prediction with 721,799 reactions and 888 catalyst types from USPTO. The task is: Predict which catalyst facilitates the given reaction. (1) Reactant: [NH2:1][C:2]1[C:3]([NH:12][CH2:13][CH:14]([O:17][CH3:18])[O:15][CH3:16])=[C:4]([CH:9]=[CH:10][CH:11]=1)[C:5]([O:7][CH3:8])=[O:6].[Cl:19][C:20]1[CH:27]=[CH:26][CH:25]=[CH:24][C:21]=1[CH:22]=O. Product: [Cl:19][C:20]1[CH:27]=[CH:26][CH:25]=[CH:24][C:21]=1[C:22]1[N:12]([CH2:13][CH:14]([O:17][CH3:18])[O:15][CH3:16])[C:3]2[C:4]([C:5]([O:7][CH3:8])=[O:6])=[CH:9][CH:10]=[CH:11][C:2]=2[N:1]=1. The catalyst class is: 2. (2) Reactant: [F:1][C@@:2]1([CH2:15][OH:16])[CH2:7][CH2:6][CH2:5][N:4]([C:8]([O:10][C:11]([CH3:14])([CH3:13])[CH3:12])=[O:9])[CH2:3]1.[H-].[Na+].Cl[C:20]1[N:29]=[C:28]([Cl:30])[CH:27]=[C:26]2[C:21]=1[CH:22]=[CH:23][CH:24]=[N:25]2. Product: [Cl:30][C:28]1[CH:27]=[C:26]2[C:21]([CH:22]=[CH:23][CH:24]=[N:25]2)=[C:20]([O:16][CH2:15][C@:2]2([F:1])[CH2:7][CH2:6][CH2:5][N:4]([C:8]([O:10][C:11]([CH3:12])([CH3:13])[CH3:14])=[O:9])[CH2:3]2)[N:29]=1. The catalyst class is: 85. (3) Reactant: C(O)(=O)C.C([O-])(=O)C.[Na+].Cl.[NH2:11][C@H:12]([C:18]([O:20][CH3:21])=[O:19])[CH2:13][C:14]([O:16][CH3:17])=[O:15].CO[CH:24]1[CH2:28][CH2:27][CH:26](OC)O1. Product: [N:11]1([C@@H:12]([CH2:13][C:14]([O:16][CH3:17])=[O:15])[C:18]([O:20][CH3:21])=[O:19])[CH:24]=[CH:28][CH:27]=[CH:26]1. The catalyst class is: 46. (4) Product: [CH3:9][CH:8]([OH:23])[CH2:7][O:6][C:1]([C:2]([CH3:4])=[CH2:3])=[O:5]. The catalyst class is: 6. Reactant: [C:1]([O:6][CH2:7][CH2:8][CH2:9]O)(=[O:5])[C:2]([CH3:4])=[CH2:3].C([O:23]S([O-])(=O)=O)CCCCCCCCCCC.[Na+].S(OOS([O-])(=O)=O)([O-])(=O)=O.[K+].[K+].